Dataset: NCI-60 drug combinations with 297,098 pairs across 59 cell lines. Task: Regression. Given two drug SMILES strings and cell line genomic features, predict the synergy score measuring deviation from expected non-interaction effect. (1) Drug 1: CC1=C2C(C(=O)C3(C(CC4C(C3C(C(C2(C)C)(CC1OC(=O)C(C(C5=CC=CC=C5)NC(=O)OC(C)(C)C)O)O)OC(=O)C6=CC=CC=C6)(CO4)OC(=O)C)OC)C)OC. Drug 2: COC1=C(C=C2C(=C1)N=CN=C2NC3=CC(=C(C=C3)F)Cl)OCCCN4CCOCC4. Cell line: UACC62. Synergy scores: CSS=50.4, Synergy_ZIP=12.9, Synergy_Bliss=12.5, Synergy_Loewe=-1.97, Synergy_HSA=16.6. (2) Drug 1: CS(=O)(=O)C1=CC(=C(C=C1)C(=O)NC2=CC(=C(C=C2)Cl)C3=CC=CC=N3)Cl. Drug 2: CC1=C(N=C(N=C1N)C(CC(=O)N)NCC(C(=O)N)N)C(=O)NC(C(C2=CN=CN2)OC3C(C(C(C(O3)CO)O)O)OC4C(C(C(C(O4)CO)O)OC(=O)N)O)C(=O)NC(C)C(C(C)C(=O)NC(C(C)O)C(=O)NCCC5=NC(=CS5)C6=NC(=CS6)C(=O)NCCC[S+](C)C)O. Cell line: MOLT-4. Synergy scores: CSS=19.6, Synergy_ZIP=10.6, Synergy_Bliss=8.25, Synergy_Loewe=5.77, Synergy_HSA=7.47. (3) Drug 1: C1C(C(OC1N2C=C(C(=O)NC2=O)F)CO)O. Drug 2: COC1=C2C(=CC3=C1OC=C3)C=CC(=O)O2. Cell line: OVCAR-8. Synergy scores: CSS=9.47, Synergy_ZIP=-5.23, Synergy_Bliss=1.13, Synergy_Loewe=-13.1, Synergy_HSA=0.916.